This data is from Forward reaction prediction with 1.9M reactions from USPTO patents (1976-2016). The task is: Predict the product of the given reaction. (1) Given the reactants [CH2:1]([C:8]1[C:13]([C:14]([O:16][CH2:17][CH3:18])=[O:15])=[C:12](O)[N:11]=[CH:10][N:9]=1)[C:2]1[CH:7]=[CH:6][CH:5]=[CH:4][CH:3]=1.C(N(C(C)C)C(C)C)C.[OH-].[Na+].C(OCC)(=O)C.P(Cl)(Cl)([Cl:39])=O, predict the reaction product. The product is: [CH2:1]([C:8]1[C:13]([C:14]([O:16][CH2:17][CH3:18])=[O:15])=[C:12]([Cl:39])[N:11]=[CH:10][N:9]=1)[C:2]1[CH:7]=[CH:6][CH:5]=[CH:4][CH:3]=1. (2) Given the reactants [CH3:1][O:2][C:3]([C@@H:5]1[CH2:10][CH2:9][C@@H:8]([NH:11][C:12]([O:14][C:15]([CH3:18])([CH3:17])[CH3:16])=[O:13])[C@H:7]([OH:19])[CH2:6]1)=[O:4].[CH3:20]I, predict the reaction product. The product is: [CH3:1][O:2][C:3]([C@@H:5]1[CH2:10][CH2:9][C@@H:8]([NH:11][C:12]([O:14][C:15]([CH3:16])([CH3:18])[CH3:17])=[O:13])[C@H:7]([O:19][CH3:20])[CH2:6]1)=[O:4]. (3) Given the reactants [N:1]1([CH2:8][CH2:9][N:10]2[CH2:15][CH2:14][CH:13]([NH:16][C:17]([C:19]3[NH:20][C:21]4[C:26]([CH:27]=3)=[C:25]([C:28]3[CH:33]=[CH:32]C=[CH:30][CH:29]=3)[CH:24]=[CH:23][CH:22]=4)=[O:18])[CH2:12][CH2:11]2)[CH2:7][CH2:6][CH2:5][CH2:4][CH2:3][CH2:2]1.[N:34]1C=CC(B(O)O)=CC=1, predict the reaction product. The product is: [N:1]1([CH2:8][CH2:9][N:10]2[CH2:11][CH2:12][CH:13]([NH:16][C:17]([C:19]3[NH:20][C:21]4[C:26]([CH:27]=3)=[C:25]([C:28]3[CH:29]=[CH:30][N:34]=[CH:32][CH:33]=3)[CH:24]=[CH:23][CH:22]=4)=[O:18])[CH2:14][CH2:15]2)[CH2:7][CH2:6][CH2:5][CH2:4][CH2:3][CH2:2]1. (4) Given the reactants [C:1]1([CH2:7][C:8]([NH:10][C@H:11]([C:13]([OH:15])=O)[CH3:12])=[O:9])[CH:6]=[CH:5][CH:4]=[CH:3][CH:2]=1.Cl.[CH3:17][O:18][C:19](=[O:22])[CH2:20][NH2:21], predict the reaction product. The product is: [CH3:17][O:18][C:19](=[O:22])[CH2:20][NH:21][C:13](=[O:15])[C@H:11]([CH3:12])[NH:10][C:8](=[O:9])[CH2:7][C:1]1[CH:2]=[CH:3][CH:4]=[CH:5][CH:6]=1.